From a dataset of NCI-60 drug combinations with 297,098 pairs across 59 cell lines. Regression. Given two drug SMILES strings and cell line genomic features, predict the synergy score measuring deviation from expected non-interaction effect. (1) Drug 1: CC1CCC2CC(C(=CC=CC=CC(CC(C(=O)C(C(C(=CC(C(=O)CC(OC(=O)C3CCCCN3C(=O)C(=O)C1(O2)O)C(C)CC4CCC(C(C4)OC)OCCO)C)C)O)OC)C)C)C)OC. Drug 2: CC12CCC3C(C1CCC2O)C(CC4=C3C=CC(=C4)O)CCCCCCCCCS(=O)CCCC(C(F)(F)F)(F)F. Cell line: HL-60(TB). Synergy scores: CSS=17.0, Synergy_ZIP=2.60, Synergy_Bliss=9.07, Synergy_Loewe=-0.790, Synergy_HSA=4.24. (2) Drug 1: CN(C)C1=NC(=NC(=N1)N(C)C)N(C)C. Drug 2: CC1CCC2CC(C(=CC=CC=CC(CC(C(=O)C(C(C(=CC(C(=O)CC(OC(=O)C3CCCCN3C(=O)C(=O)C1(O2)O)C(C)CC4CCC(C(C4)OC)O)C)C)O)OC)C)C)C)OC. Cell line: CCRF-CEM. Synergy scores: CSS=23.1, Synergy_ZIP=-3.21, Synergy_Bliss=-1.95, Synergy_Loewe=-31.9, Synergy_HSA=-4.01.